Dataset: CYP1A2 inhibition data for predicting drug metabolism from PubChem BioAssay. Task: Regression/Classification. Given a drug SMILES string, predict its absorption, distribution, metabolism, or excretion properties. Task type varies by dataset: regression for continuous measurements (e.g., permeability, clearance, half-life) or binary classification for categorical outcomes (e.g., BBB penetration, CYP inhibition). Dataset: cyp1a2_veith. (1) The drug is COc1ccc(Cl)cc1N=Nc1ncc[nH]1. The result is 1 (inhibitor). (2) The drug is O=C(O)c1cc(C(=O)O)nc(C(=O)O)c1. The result is 0 (non-inhibitor). (3) The molecule is c1ccc(SCc2nc3ccccc3[nH]2)cc1. The result is 1 (inhibitor). (4) The molecule is O=C(c1ccccc1)c1c[nH]c(C(=O)NCCCn2ccnc2)c1. The result is 1 (inhibitor). (5) The molecule is CCNC(=S)NNC(=O)c1cccs1. The result is 0 (non-inhibitor). (6) The molecule is CC(C)=CCC/C(C)=C/CO/N=C1\[C@@H]2CCn3c(=O)n(-c4ccccc4)c(=O)n3[C@H]2[C@H](O)[C@H]2O[C@H]12. The result is 0 (non-inhibitor).